The task is: Predict the reactants needed to synthesize the given product.. This data is from Full USPTO retrosynthesis dataset with 1.9M reactions from patents (1976-2016). (1) Given the product [C:8]1([CH2:7][CH:1]2[CH2:6][CH2:5][CH:4]3[CH:3]([O:16]3)[CH2:2]2)[CH:9]=[CH:10][CH:11]=[CH:12][CH:13]=1, predict the reactants needed to synthesize it. The reactants are: [CH:1]1([CH2:7][C:8]2[CH:13]=[CH:12][CH:11]=[CH:10][CH:9]=2)[CH2:6][CH2:5][CH:4]=[CH:3][CH2:2]1.C(OO)(=[O:16])C.O. (2) The reactants are: [Cl:1][C:2]1[CH:3]=[C:4]([NH:16][C:17]2[C:26]3[C:21](=[CH:22][C:23]([O:30][CH2:31][CH3:32])=[C:24]([N+:27]([O-])=O)[CH:25]=3)[N:20]=[CH:19][N:18]=2)[CH:5]=[CH:6][C:7]=1[O:8][CH2:9][C:10]1[CH:15]=[CH:14][CH:13]=[CH:12][N:11]=1.Cl.[OH-].[Na+]. Given the product [Cl:1][C:2]1[CH:3]=[C:4]([NH:16][C:17]2[C:26]3[C:21](=[CH:22][C:23]([O:30][CH2:31][CH3:32])=[C:24]([NH2:27])[CH:25]=3)[N:20]=[CH:19][N:18]=2)[CH:5]=[CH:6][C:7]=1[O:8][CH2:9][C:10]1[CH:15]=[CH:14][CH:13]=[CH:12][N:11]=1, predict the reactants needed to synthesize it. (3) Given the product [C:20]([C:17]1[CH:16]=[CH:15][C:14]([O:10][CH2:9][C:8]2[CH:11]=[CH:12][C:5]([O:4][CH3:3])=[CH:6][CH:7]=2)=[CH:19][N:18]=1)#[N:21], predict the reactants needed to synthesize it. The reactants are: [H-].[Na+].[CH3:3][O:4][C:5]1[CH:12]=[CH:11][C:8]([CH2:9][OH:10])=[CH:7][CH:6]=1.Br[C:14]1[CH:15]=[CH:16][C:17]([C:20]#[N:21])=[N:18][CH:19]=1.O. (4) Given the product [CH2:15]([N:12]1[C:5]2[N:6]=[C:7]([S:10][CH3:11])[N:8]=[CH:9][C:4]=2[CH:3]=[C:2]([C:25]2[CH:24]=[CH:23][CH:22]=[C:21]([S:18]([CH3:17])(=[O:20])=[O:19])[CH:26]=2)[C:13]1=[O:14])[CH3:16], predict the reactants needed to synthesize it. The reactants are: Br[C:2]1[C:13](=[O:14])[N:12]([CH2:15][CH3:16])[C:5]2[N:6]=[C:7]([S:10][CH3:11])[N:8]=[CH:9][C:4]=2[CH:3]=1.[CH3:17][S:18]([C:21]1[CH:22]=[C:23](B(O)O)[CH:24]=[CH:25][CH:26]=1)(=[O:20])=[O:19].P([O-])([O-])([O-])=O.[K+].[K+].[K+].